This data is from Full USPTO retrosynthesis dataset with 1.9M reactions from patents (1976-2016). The task is: Predict the reactants needed to synthesize the given product. (1) Given the product [CH3:31][C:32]1[CH:37]=[C:36]([C:38]2[CH:39]=[CH:40][C:41]3[N:47]4[CH2:48][C@H:44]([CH2:45][CH2:46]4)[N:43]([C:23]([NH:9][C:6]4[CH:5]=[N:4][C:3]([C:2]([F:1])([F:10])[F:11])=[CH:8][N:7]=4)=[O:29])[C:42]=3[N:49]=2)[CH:35]=[CH:34][N:33]=1, predict the reactants needed to synthesize it. The reactants are: [F:1][C:2]([F:11])([F:10])[C:3]1[N:4]=[CH:5][C:6]([NH2:9])=[N:7][CH:8]=1.C(N(CC)CC)C.ClC(Cl)(O[C:23](=[O:29])OC(Cl)(Cl)Cl)Cl.[CH3:31][C:32]1[CH:37]=[C:36]([C:38]2[CH:39]=[CH:40][C:41]3[N:47]4[CH2:48][C@H:44]([CH2:45][CH2:46]4)[NH:43][C:42]=3[N:49]=2)[CH:35]=[CH:34][N:33]=1. (2) Given the product [Cl:1][C:2]1[CH:7]=[CH:6][C:5]([NH2:8])=[CH:4][C:3]=1[C:11]1[O:12][C:13]2[CH:19]=[CH:18][C:17]([CH3:20])=[CH:16][C:14]=2[N:15]=1, predict the reactants needed to synthesize it. The reactants are: [Cl:1][C:2]1[CH:7]=[CH:6][C:5]([N+:8]([O-])=O)=[CH:4][C:3]=1[C:11]1[O:12][C:13]2[CH:19]=[CH:18][C:17]([CH3:20])=[CH:16][C:14]=2[N:15]=1.[NH4+].[Cl-]. (3) Given the product [F:38][C@H:37]1[CH2:36][C@@H:35]2[C@@H:33]([C@H:34]2[C:39]([O:41][CH2:42][CH:43]=[CH2:44])=[O:40])[C@:32]1([NH:31][C:2]([O:13][CH2:14][C:15]1[O:16][C:17](=[O:21])[O:18][C:19]=1[CH3:20])=[O:4])[C:45]([O:47][CH2:48][CH:49]=[CH2:50])=[O:46], predict the reactants needed to synthesize it. The reactants are: Cl[C:2](Cl)([O:4]C(=O)OC(Cl)(Cl)Cl)Cl.[OH:13][CH2:14][C:15]1[O:16][C:17](=[O:21])[O:18][C:19]=1[CH3:20].C(N(CC)C(C)C)(C)C.[NH2:31][C@@:32]1([C:45]([O:47][CH2:48][CH:49]=[CH2:50])=[O:46])[C@@H:37]([F:38])[CH2:36][C@@H:35]2[C@H:33]1[C@H:34]2[C:39]([O:41][CH2:42][CH:43]=[CH2:44])=[O:40]. (4) Given the product [Cl:17][C:14]1[C:13]([NH:18][S:19]([N:22]([CH3:24])[CH3:23])(=[O:21])=[O:20])=[CH:12][C:11]([C:8]2[N:5]3[CH:6]=[CH:7][C:2]([C:33]4[CH:34]=[N:35][CH:36]=[CH:37][CH:38]=4)=[CH:3][C:4]3=[N:10][CH:9]=2)=[CH:16][N:15]=1, predict the reactants needed to synthesize it. The reactants are: Br[C:2]1[CH:7]=[CH:6][N:5]2[C:8]([C:11]3[CH:12]=[C:13]([NH:18][S:19]([N:22]([CH3:24])[CH3:23])(=[O:21])=[O:20])[C:14]([Cl:17])=[N:15][CH:16]=3)=[CH:9][N:10]=[C:4]2[CH:3]=1.CC1(C)C(C)(C)OB([C:33]2[CH:34]=[N:35][CH:36]=[CH:37][CH:38]=2)O1.C(=O)([O-])[O-].[Na+].[Na+].